From a dataset of NCI-60 drug combinations with 297,098 pairs across 59 cell lines. Regression. Given two drug SMILES strings and cell line genomic features, predict the synergy score measuring deviation from expected non-interaction effect. Drug 1: COC1=C(C=C2C(=C1)N=CN=C2NC3=CC(=C(C=C3)F)Cl)OCCCN4CCOCC4. Drug 2: CC1C(C(CC(O1)OC2CC(OC(C2O)C)OC3=CC4=CC5=C(C(=O)C(C(C5)C(C(=O)C(C(C)O)O)OC)OC6CC(C(C(O6)C)O)OC7CC(C(C(O7)C)O)OC8CC(C(C(O8)C)O)(C)O)C(=C4C(=C3C)O)O)O)O. Cell line: HT29. Synergy scores: CSS=43.2, Synergy_ZIP=10.1, Synergy_Bliss=10.1, Synergy_Loewe=-39.6, Synergy_HSA=8.12.